Dataset: Catalyst prediction with 721,799 reactions and 888 catalyst types from USPTO. Task: Predict which catalyst facilitates the given reaction. (1) Reactant: [C:1]([O:5][C:6]([C@:8]1([NH:13]C(OCC[Si](C)(C)C)=O)[CH2:10][C@@H:9]1[CH2:11][CH3:12])=[O:7])([CH3:4])([CH3:3])[CH3:2].CCCC[N+](CCCC)(CCCC)CCCC.[F-].C1COCC1. Product: [C:1]([O:5][C:6]([C@:8]1([NH2:13])[CH2:10][C@@H:9]1[CH2:11][CH3:12])=[O:7])([CH3:4])([CH3:3])[CH3:2]. The catalyst class is: 13. (2) Reactant: [OH:1][C:2]1[CH:3]=[C:4]([B:8]([OH:10])[OH:9])[CH:5]=[CH:6][CH:7]=1.[CH3:11][S:12](Cl)(=[O:14])=[O:13].O.C(OCC)(=O)C. Product: [CH3:11][S:12]([O:1][C:2]1[CH:3]=[C:4]([B:8]([OH:10])[OH:9])[CH:5]=[CH:6][CH:7]=1)(=[O:14])=[O:13]. The catalyst class is: 17. (3) Reactant: [CH3:1][O:2][C:3]1[CH:8]=[CH:7][C:6]([N:9]2[C:13]3=[C:14]4[C:18](=[CH:19][CH:20]=[C:12]3[C:11]([C:21](O)=[O:22])=[N:10]2)[NH:17][N:16]=[CH:15]4)=[CH:5][CH:4]=1.C(C1NC=CN=1)(C1NC=CN=1)=O.C([O-])([O-])=O.[Na+].[Na+].Cl.[NH2:43][OH:44]. Product: [OH:44][NH:43][C:21]([C:11]1[C:12]2[C:13](=[C:14]3[C:18](=[CH:19][CH:20]=2)[NH:17][N:16]=[CH:15]3)[N:9]([C:6]2[CH:7]=[CH:8][C:3]([O:2][CH3:1])=[CH:4][CH:5]=2)[N:10]=1)=[O:22]. The catalyst class is: 3. (4) Reactant: [OH:1][C:2]([C:4]([F:7])([F:6])[F:5])=[O:3].[F:8][C:9]1[CH:35]=[C:34]([F:36])[CH:33]=[CH:32][C:10]=1[O:11][CH:12]1[CH2:17][CH2:16][N:15]([C:18]2[N:23]=[C:22]3[CH2:24][NH:25][CH2:26][CH2:27][C:21]3=[N:20][C:19]=2[NH:28][CH:29]([CH3:31])[CH3:30])[CH2:14][CH2:13]1.C([O-])([O-])=O.[Cs+].[Cs+].FC(F)CI. Product: [F:5][CH:4]([F:7])[CH2:2][N:25]1[CH2:26][CH2:27][C:21]2[C:22](=[N:23][C:18]([N:15]3[CH2:16][CH2:17][CH:12]([O:11][C:10]4[CH:32]=[CH:33][C:34]([F:36])=[CH:35][C:9]=4[F:8])[CH2:13][CH2:14]3)=[C:19]([NH:28][CH:29]([CH3:31])[CH3:30])[N:20]=2)[CH2:24]1.[C:2]([OH:3])([C:4]([F:7])([F:6])[F:5])=[O:1]. The catalyst class is: 3. (5) Reactant: [C:1]([O:5][C:6]([N:8]1[CH2:13][CH2:12][CH:11]([CH3:14])[CH:10]([C:15]([OH:17])=[O:16])[CH2:9]1)=[O:7])([CH3:4])(C)C.Cl.C([O-])(O)=O.[Na+].C(=O)(ON1C(=O)CCC1=O)OCC1[C:39]2[CH:38]=[CH:37][CH:36]=[CH:35][C:34]=2[C:33]2[C:28]1=[CH:29][CH:30]=[CH:31][CH:32]=2. Product: [CH:36]1[C:35]2[CH:4]([CH2:1][O:5][C:6]([N:8]3[CH2:13][CH2:12][CH:11]([CH3:14])[CH:10]([C:15]([OH:17])=[O:16])[CH2:9]3)=[O:7])[C:28]3[C:33](=[CH:32][CH:31]=[CH:30][CH:29]=3)[C:34]=2[CH:39]=[CH:38][CH:37]=1. The catalyst class is: 38. (6) Reactant: [CH3:1][C:2]([CH3:18])([N:7]1[C:15](=[O:16])[C:14]2[C:9](=[CH:10][CH:11]=[CH:12][CH:13]=2)[C:8]1=[O:17])[CH2:3][C:4]([OH:6])=O.[NH2:19][CH2:20][C:21]1[CH:26]=[CH:25][CH:24]=[CH:23][N:22]=1. Product: [N:22]1[CH:23]=[CH:24][CH:25]=[CH:26][C:21]=1[CH2:20][NH:19][C:4](=[O:6])[CH2:3][C:2]([CH3:1])([CH3:18])[N:7]1[C:15](=[O:16])[C:14]2[C:9](=[CH:10][CH:11]=[CH:12][CH:13]=2)[C:8]1=[O:17]. The catalyst class is: 2. (7) Reactant: C([O:3][C:4](=[O:27])[CH2:5][CH2:6][CH2:7][C:8]1[CH:13]=[CH:12][C:11]([N:14]2[CH2:22][C:21]3[C:16](=[CH:17][CH:18]=[C:19]([N:23]([CH3:25])[CH3:24])[CH:20]=3)[C:15]2=[O:26])=[CH:10][CH:9]=1)C.[OH-].[Na+].Cl. Product: [CH3:25][N:23]([CH3:24])[C:19]1[CH:20]=[C:21]2[C:16](=[CH:17][CH:18]=1)[C:15](=[O:26])[N:14]([C:11]1[CH:12]=[CH:13][C:8]([CH2:7][CH2:6][CH2:5][C:4]([OH:27])=[O:3])=[CH:9][CH:10]=1)[CH2:22]2. The catalyst class is: 8.